From a dataset of Full USPTO retrosynthesis dataset with 1.9M reactions from patents (1976-2016). Predict the reactants needed to synthesize the given product. (1) Given the product [NH2:1][C:4]1[CH:5]=[C:6]([CH:9]=[CH:10][C:11]=1[CH2:12][CH3:13])[C:7]#[N:8], predict the reactants needed to synthesize it. The reactants are: [N+:1]([C:4]1[CH:5]=[C:6]([CH:9]=[CH:10][C:11]=1[CH:12]=[CH2:13])[C:7]#[N:8])([O-])=O. (2) Given the product [Br:1][C:2]1[C:11]2[C:6](=[C:7]([F:12])[CH:8]=[CH:9][CH:10]=2)[CH:5]=[CH:4][C:3]=1[CH:13]=[O:14], predict the reactants needed to synthesize it. The reactants are: [Br:1][C:2]1[C:11]2[C:6](=[C:7]([F:12])[CH:8]=[CH:9][CH:10]=2)[CH2:5][CH2:4][C:3]=1[CH:13]=[O:14].ClC1C(=O)C(C#N)=C(C#N)C(=O)C=1Cl.